The task is: Predict which catalyst facilitates the given reaction.. This data is from Catalyst prediction with 721,799 reactions and 888 catalyst types from USPTO. (1) Reactant: [NH2:1][C:2]1[S:3][C:4]2[CH:10]([C:11]([O:13]C)=[O:12])[CH2:9][CH2:8][CH2:7][C:5]=2[N:6]=1.O[Li].O.Cl. Product: [NH2:1][C:2]1[S:3][C:4]2[CH:10]([C:11]([OH:13])=[O:12])[CH2:9][CH2:8][CH2:7][C:5]=2[N:6]=1. The catalyst class is: 87. (2) Reactant: [CH3:1][Si:2]([CH3:9])([CH3:8])[O:3][C:4]([CH:6]=[CH2:7])=[CH2:5].[C:10]1(=[CH:13][C:14]([O:16][CH2:17][CH3:18])=[O:15])[CH2:12][CH2:11]1. Product: [CH3:1][Si:2]([CH3:9])([CH3:8])[O:3][C:4]1[CH2:5][C:10]2([CH2:12][CH2:11]2)[CH:13]([C:14]([O:16][CH2:17][CH3:18])=[O:15])[CH2:7][CH:6]=1. The catalyst class is: 11.